From a dataset of Reaction yield outcomes from USPTO patents with 853,638 reactions. Predict the reaction yield, written as a fraction of the theoretical maximum amount of product (1.0 means a 100% yield; for example, 0.34 means a 34% yield). (1) The reactants are C([N:4](CC)C(C)C)(C)C.[I-].ClC1C=CC=C[N+]=1C.[CH3:19][C:20]1[CH:21]=[C:22]([CH2:49][C:50]([OH:52])=O)[CH:23]=[CH:24][C:25]=1/[CH:26]=[CH:27]/[S:28]([N:31]1[CH2:48][CH2:47][C:34]2([N:38]=[C:37]([CH:39]3[CH2:44][CH2:43][CH:42]([CH3:45])[CH2:41][CH2:40]3)[NH:36][C:35]2=[O:46])[CH2:33][CH2:32]1)(=[O:30])=[O:29].N.CO. The catalyst is ClCCl.CN(C=O)C.CN(C1C=CN=CC=1)C. The product is [CH3:19][C:20]1[CH:21]=[C:22]([CH2:49][C:50]([NH2:4])=[O:52])[CH:23]=[CH:24][C:25]=1/[CH:26]=[CH:27]/[S:28]([N:31]1[CH2:48][CH2:47][C:34]2([N:38]=[C:37]([CH:39]3[CH2:40][CH2:41][CH:42]([CH3:45])[CH2:43][CH2:44]3)[NH:36][C:35]2=[O:46])[CH2:33][CH2:32]1)(=[O:30])=[O:29]. The yield is 0.610. (2) The reactants are [NH2:1][C:2]1[CH:7]=[CH:6][CH:5]=[CH:4][C:3]=1[NH:8][C:9]([CH2:11][CH2:12][CH2:13][CH2:14][CH2:15][NH:16][C:17](=[O:26])[C:18]1[CH:23]=[CH:22][C:21](Br)=[C:20]([CH3:25])[CH:19]=1)=[O:10].[CH3:27][O:28][C:29]1[CH:34]=[C:33]([O:35][CH3:36])[CH:32]=[CH:31][C:30]=1B(O)O. No catalyst specified. The product is [NH2:1][C:2]1[CH:7]=[CH:6][CH:5]=[CH:4][C:3]=1[NH:8][C:9]([CH2:11][CH2:12][CH2:13][CH2:14][CH2:15][NH:16][C:17](=[O:26])[C:18]1[CH:23]=[CH:22][C:21]([C:32]2[CH:31]=[CH:30][C:29]([O:28][CH3:27])=[CH:34][C:33]=2[O:35][CH3:36])=[C:20]([CH3:25])[CH:19]=1)=[O:10]. The yield is 0.660.